Dataset: Catalyst prediction with 721,799 reactions and 888 catalyst types from USPTO. Task: Predict which catalyst facilitates the given reaction. (1) Reactant: C(OC([NH:8][C@@H:9]([C:11](O)=[O:12])[CH3:10])=O)(C)(C)C.CCN(C(C)C)C(C)C.CCOC(C(C#N)=NOC(N1CCOCC1)=[N+](C)C)=O.F[P-](F)(F)(F)(F)F.[CH3:50][O:51][C:52]1[CH:53]=[C:54]([C:60]2[CH2:61][C:62]([CH3:74])([CH3:73])[C:63](=[O:72])[N:64]([CH:66]3[CH2:71][CH2:70][NH:69][CH2:68][CH2:67]3)[N:65]=2)[CH:55]=[CH:56][C:57]=1[O:58][CH3:59].C(=O)(O)[O-].[Na+]. Product: [NH2:8][C@H:9]([CH3:10])[C:11]([N:69]1[CH2:68][CH2:67][CH:66]([N:64]2[C:63](=[O:72])[C:62]([CH3:74])([CH3:73])[CH2:61][C:60]([C:54]3[CH:55]=[CH:56][C:57]([O:58][CH3:59])=[C:52]([O:51][CH3:50])[CH:53]=3)=[N:65]2)[CH2:71][CH2:70]1)=[O:12]. The catalyst class is: 2. (2) Reactant: [CH3:1][C@@H:2]1[N:7](CC2C=CC=CC=2)[CH2:6][C@@H:5]([CH2:15][N:16]([CH3:18])[CH3:17])[O:4][CH2:3]1. Product: [CH3:1][C@@H:2]1[NH:7][CH2:6][C@@H:5]([CH2:15][N:16]([CH3:17])[CH3:18])[O:4][CH2:3]1. The catalyst class is: 50. (3) Reactant: [Br:1][C:2]1[CH:7]=[CH:6][C:5]([C@H:8]([NH:11][C:12](=[O:17])C(F)(F)F)[CH2:9][CH3:10])=[CH:4][CH:3]=1.[OH-].[Na+].C(N(CC)CC)C.C(OC([O:29][C:30]([CH3:33])([CH3:32])[CH3:31])=O)([O:29][C:30]([CH3:33])([CH3:32])[CH3:31])=O. Product: [Br:1][C:2]1[CH:7]=[CH:6][C:5]([C@H:8]([NH:11][C:12](=[O:17])[O:29][C:30]([CH3:33])([CH3:32])[CH3:31])[CH2:9][CH3:10])=[CH:4][CH:3]=1. The catalyst class is: 61. (4) Reactant: [N:1]1[CH:6]=[CH:5][CH:4]=[C:3]([C:7]2[N:23]=[C:10]3[CH:11]=[CH:12][C:13]([NH:15]C(=O)OC(C)(C)C)=[CH:14][N:9]3[N:8]=2)[CH:2]=1.Cl.C(OCC)C. Product: [N:1]1[CH:6]=[CH:5][CH:4]=[C:3]([C:7]2[N:23]=[C:10]3[CH:11]=[CH:12][C:13]([NH2:15])=[CH:14][N:9]3[N:8]=2)[CH:2]=1. The catalyst class is: 4. (5) Reactant: Br[CH2:2][CH2:3][CH2:4][Cl:5].[NH:6]1[CH2:11][CH2:10][O:9][CH2:8][CH2:7]1. Product: [Cl:5][CH2:4][CH2:3][CH2:2][N:6]1[CH2:11][CH2:10][O:9][CH2:8][CH2:7]1. The catalyst class is: 11. (6) Product: [N:1]1([CH:8]([CH3:9])[CH2:7][C:6]([O:11][CH2:12][CH3:13])=[O:10])[CH:5]=[CH:4][CH:3]=[N:2]1. The catalyst class is: 10. Reactant: [NH:1]1[CH:5]=[CH:4][CH:3]=[N:2]1.[C:6]([O:11][CH2:12][CH3:13])(=[O:10])/[CH:7]=[CH:8]/[CH3:9].C1CCN2C(=NCCC2)CC1.